From a dataset of Full USPTO retrosynthesis dataset with 1.9M reactions from patents (1976-2016). Predict the reactants needed to synthesize the given product. (1) Given the product [CH3:1][CH:2]([S:5]([O-:8])(=[O:7])=[O:6])[CH2:3][CH3:4].[CH2:9]([N+:16]1[CH:17]=[CH:18][N:14]([CH3:13])[CH:15]=1)[CH2:10][CH2:11][CH3:12], predict the reactants needed to synthesize it. The reactants are: [CH3:1][CH:2]([S:5]([O:8][CH2:9][CH2:10][CH2:11][CH3:12])(=[O:7])=[O:6])[CH2:3][CH3:4].[CH3:13][N+:14]1[CH:18]=[CH:17][NH:16][CH:15]=1. (2) Given the product [Cl:1][C:2]1[N:11]=[C:10]([NH:35][C@H:30]2[CH2:31][CH2:32][CH2:33][CH2:34][C@H:29]2[NH:28][C:26](=[O:27])[O:25][C:21]([CH3:23])([CH3:22])[CH3:24])[C:9]2[C:4](=[CH:5][CH:6]=[C:7]([CH3:13])[CH:8]=2)[N:3]=1, predict the reactants needed to synthesize it. The reactants are: [Cl:1][C:2]1[N:11]=[C:10](Cl)[C:9]2[C:4](=[CH:5][CH:6]=[C:7]([CH3:13])[CH:8]=2)[N:3]=1.C(N(CC)CC)C.[C:21]([O:25][C:26]([NH:28][C@@H:29]1[CH2:34][CH2:33][CH2:32][CH2:31][C@@H:30]1[NH2:35])=[O:27])([CH3:24])([CH3:23])[CH3:22]. (3) Given the product [N+:17]([C:7]1[CH:6]=[C:5]2[C:10](=[CH:9][CH:8]=1)[N:1]=[CH:2][NH:3][C:4]2=[O:11])([O-:19])=[O:18], predict the reactants needed to synthesize it. The reactants are: [N:1]1[C:10]2[C:5](=[CH:6][CH:7]=[CH:8][CH:9]=2)[C:4](=[O:11])[NH:3][CH:2]=1.S(=O)(=O)(O)O.[N+:17]([O-])([OH:19])=[O:18]. (4) Given the product [C:22]([C:21]#[C:20][C:17]1[CH:16]=[CH:15][C:14]([NH:13][C:5]([NH:34][CH2:31][C:32]#[CH:33])=[O:11])=[CH:19][CH:18]=1)#[N:23], predict the reactants needed to synthesize it. The reactants are: ClC(Cl)(O[C:5](=[O:11])OC(Cl)(Cl)Cl)Cl.[NH2:13][C:14]1[CH:19]=[CH:18][C:17]([C:20]#[C:21][C:22]#[N:23])=[CH:16][CH:15]=1.C(N(CC)CC)C.[CH2:31]([NH2:34])[C:32]#[CH:33]. (5) Given the product [CH3:1][O:3][C:13]1[CH:14]=[CH:15][C:16]2[CH2:23][CH:22]([CH3:24])[O:21][CH2:20][CH2:19][N:18]([C:25]3[CH:30]=[CH:29][CH:28]=[CH:27][CH:26]=3)[C:17]=2[CH:31]=1, predict the reactants needed to synthesize it. The reactants are: [C:1](OCC)(=[O:3])C.C[O-].[Na+].CO.Br[C:13]1[CH:14]=[CH:15][C:16]2[CH2:23][CH:22]([CH3:24])[O:21][CH2:20][CH2:19][N:18]([C:25]3[CH:30]=[CH:29][CH:28]=[CH:27][CH:26]=3)[C:17]=2[CH:31]=1. (6) Given the product [O:1]=[C:2]1[CH2:11][CH2:10][C:9]2[C:4](=[CH:5][C:6]([C:12]([OH:14])=[O:13])=[CH:7][CH:8]=2)[NH:3]1, predict the reactants needed to synthesize it. The reactants are: [O:1]=[C:2]1[CH2:11][CH2:10][C:9]2[C:4](=[CH:5][C:6]([C:12]([O:14]CC)=[O:13])=[CH:7][CH:8]=2)[NH:3]1.[OH-].[Na+].Cl. (7) Given the product [C:37]([O:36][C:34](=[O:35])[NH:1][C@:2]12[CH2:28][CH2:27][C@@H:26]([C:29]([CH3:31])=[CH2:30])[C@@H:3]1[C@@H:4]1[C@@:17]([CH3:20])([CH2:18][CH2:19]2)[C@@:16]2([CH3:21])[C@@H:7]([C@:8]3([CH3:25])[C@@H:13]([CH2:14][CH2:15]2)[C:12]([CH3:22])([CH3:23])[C:11](=[O:24])[CH2:10][CH2:9]3)[CH2:6][CH2:5]1)([CH3:40])([CH3:39])[CH3:38], predict the reactants needed to synthesize it. The reactants are: [NH2:1][C@:2]12[CH2:28][CH2:27][C@@H:26]([C:29]([CH3:31])=[CH2:30])[C@@H:3]1[C@@H:4]1[C@@:17]([CH3:20])([CH2:18][CH2:19]2)[C@@:16]2([CH3:21])[C@@H:7]([C@:8]3([CH3:25])[C@@H:13]([CH2:14][CH2:15]2)[C:12]([CH3:23])([CH3:22])[C:11](=[O:24])[CH2:10][CH2:9]3)[CH2:6][CH2:5]1.[OH-].[Na+].[C:34](O[C:34]([O:36][C:37]([CH3:40])([CH3:39])[CH3:38])=[O:35])([O:36][C:37]([CH3:40])([CH3:39])[CH3:38])=[O:35].CO. (8) Given the product [CH:15]([C:9]1[CH:8]=[C:7]([OH:27])[CH:12]=[CH:11][C:10]=1[O:13][CH3:14])([CH3:17])[CH3:16], predict the reactants needed to synthesize it. The reactants are: OC([C:7]1[CH:12]=[CH:11][C:10]([O:13][CH3:14])=[C:9]([CH:15]([CH3:17])[CH3:16])[CH:8]=1)S(O)(=O)=O.[Na].O.C1(C)C=CC(S(O)(=O)=[O:27])=CC=1.OO.S(S([O-])=O)([O-])=O.[Na+].[Na+]. (9) Given the product [CH3:1][C:2]1[C:6]([CH3:7])=[C:5]([NH:8][S:9]([C:12]2[S:13][C:14]([CH3:45])=[CH:15][C:16]=2[C:17]2[CH:22]=[CH:21][C:20]([CH2:23][N:24]3[C:32]4[CH:31]=[C:30]([CH2:33][CH3:34])[N:29]=[C:28]([CH3:35])[C:27]=4[C:26]([C:36]4[S:37][CH:38]=[CH:39][CH:40]=4)=[N:25]3)=[CH:19][C:18]=2[CH2:41][O:42][CH2:43][CH3:44])(=[O:11])=[O:10])[O:4][N:3]=1, predict the reactants needed to synthesize it. The reactants are: [CH3:1][C:2]1[C:6]([CH3:7])=[C:5]([N:8](COCCOC)[S:9]([C:12]2[S:13][C:14]([CH3:45])=[CH:15][C:16]=2[C:17]2[CH:22]=[CH:21][C:20]([CH2:23][N:24]3[C:32]4[CH:31]=[C:30]([CH2:33][CH3:34])[N:29]=[C:28]([CH3:35])[C:27]=4[C:26]([C:36]4[S:37][CH:38]=[CH:39][CH:40]=4)=[N:25]3)=[CH:19][C:18]=2[CH2:41][O:42][CH2:43][CH3:44])(=[O:11])=[O:10])[O:4][N:3]=1.Cl. (10) Given the product [Cl:1][C:2]1[CH:3]=[CH:4][C:5]2[N:6]([C:8]([I:17])=[C:9]([C:11]3[CH:16]=[CH:15][CH:14]=[CH:13][CH:12]=3)[N:10]=2)[N:7]=1, predict the reactants needed to synthesize it. The reactants are: [Cl:1][C:2]1[CH:3]=[CH:4][C:5]2[N:6]([CH:8]=[C:9]([C:11]3[CH:16]=[CH:15][CH:14]=[CH:13][CH:12]=3)[N:10]=2)[N:7]=1.[I:17]Cl.S([O-])([O-])(=O)=S.[Na+].[Na+].